Dataset: Catalyst prediction with 721,799 reactions and 888 catalyst types from USPTO. Task: Predict which catalyst facilitates the given reaction. (1) Reactant: CO[CH:3](OC)[CH2:4][S:5][C:6]1[CH:11]=[CH:10][C:9]([O:12][CH3:13])=[CH:8][CH:7]=1. Product: [CH3:13][O:12][C:9]1[CH:10]=[CH:11][C:6]2[S:5][CH:4]=[CH:3][C:7]=2[CH:8]=1. The catalyst class is: 159. (2) Reactant: [F:1][C:2]1[CH:47]=[N:46][C:5]2[N:6]([C:26]3[CH:27]=[C:28]([C:32]4[CH:37]=[CH:36][C:35]([CH2:38][N:39]5[CH2:45][CH2:44][CH2:43][O:42][CH2:41][CH2:40]5)=[CH:34][CH:33]=4)[CH:29]=[CH:30][CH:31]=3)[C:7](=[O:25])[N:8]([C@@H:11]3[CH2:16][CH2:15][C@H:14]([NH:17]C(=O)OC(C)(C)C)[CH2:13][CH2:12]3)[C:9](=[O:10])[C:4]=2[CH:3]=1.FC(F)(F)C(O)=O. Product: [NH2:17][C@@H:14]1[CH2:15][CH2:16][C@H:11]([N:8]2[C:9](=[O:10])[C:4]3[CH:3]=[C:2]([F:1])[CH:47]=[N:46][C:5]=3[N:6]([C:26]3[CH:27]=[C:28]([C:32]4[CH:33]=[CH:34][C:35]([CH2:38][N:39]5[CH2:45][CH2:44][CH2:43][O:42][CH2:41][CH2:40]5)=[CH:36][CH:37]=4)[CH:29]=[CH:30][CH:31]=3)[C:7]2=[O:25])[CH2:12][CH2:13]1. The catalyst class is: 2. (3) Reactant: [CH2:1]1[O:3][CH:2]1[CH2:4][OH:5].[F:6][C:7]([F:18])([F:17])[O:8][C:9]1[CH:16]=[CH:15][C:12]([CH2:13]Br)=[CH:11][CH:10]=1.[H-].[Na+]. Product: [F:6][C:7]([F:17])([F:18])[O:8][C:9]1[CH:16]=[CH:15][C:12]([CH2:13][O:5][CH2:4][CH:2]2[CH2:1][O:3]2)=[CH:11][CH:10]=1. The catalyst class is: 3. (4) Reactant: CS(C)=O.C(Cl)(=O)C(Cl)=O.[OH:11][CH2:12][C:13]1[N:17]2[C:18](=[O:34])[N:19]([CH:21]3[CH2:26][CH2:25][N:24]([C:27]([O:29][C:30]([CH3:33])([CH3:32])[CH3:31])=[O:28])[CH2:23][CH2:22]3)[CH2:20][C:16]2=[CH:15][N:14]=1.C(N(CC)CC)C. Product: [CH:12]([C:13]1[N:17]2[C:18](=[O:34])[N:19]([CH:21]3[CH2:22][CH2:23][N:24]([C:27]([O:29][C:30]([CH3:32])([CH3:31])[CH3:33])=[O:28])[CH2:25][CH2:26]3)[CH2:20][C:16]2=[CH:15][N:14]=1)=[O:11]. The catalyst class is: 4. (5) Reactant: [NH:1]1[CH:5]=[CH:4][CH:3]=[CH:2]1.[CH2:6](N)[C:7]1[CH:12]=[CH:11][CH:10]=[CH:9][CH:8]=1.[CH2:14](N(CC)CC)[CH3:15]. Product: [CH2:6]([N:1]1[CH:5]=[CH:4][CH:3]=[C:2]1[CH2:14][CH3:15])[C:7]1[CH:12]=[CH:11][CH:10]=[CH:9][CH:8]=1. The catalyst class is: 48. (6) Reactant: [CH2:1]([O:5][C@H:6]1[C@@H:11]([NH:12][C:13]([C:15]2[NH:16][C:17]([CH2:21][CH3:22])=[C:18]([Cl:20])[N:19]=2)=[O:14])[CH2:10][CH2:9][N:8]([C:23]2[S:24][C:25]([C:28]([O:30]CC)=[O:29])=[CH:26][N:27]=2)[CH2:7]1)[CH2:2][CH2:3][CH3:4].[OH-].[Li+].CO. Product: [CH2:1]([O:5][C@H:6]1[C@@H:11]([NH:12][C:13]([C:15]2[NH:16][C:17]([CH2:21][CH3:22])=[C:18]([Cl:20])[N:19]=2)=[O:14])[CH2:10][CH2:9][N:8]([C:23]2[S:24][C:25]([C:28]([OH:30])=[O:29])=[CH:26][N:27]=2)[CH2:7]1)[CH2:2][CH2:3][CH3:4]. The catalyst class is: 1. (7) Reactant: C[O:2][C:3]([C:5]1[C:9]([C:10]2[CH:15]=[CH:14][C:13]([F:16])=[CH:12][CH:11]=2)=[N:8][N:7]([CH3:17])[N:6]=1)=[O:4].[OH-].[Na+].Cl. Product: [F:16][C:13]1[CH:14]=[CH:15][C:10]([C:9]2[C:5]([C:3]([OH:4])=[O:2])=[N:6][N:7]([CH3:17])[N:8]=2)=[CH:11][CH:12]=1. The catalyst class is: 6.